From a dataset of NCI-60 drug combinations with 297,098 pairs across 59 cell lines. Regression. Given two drug SMILES strings and cell line genomic features, predict the synergy score measuring deviation from expected non-interaction effect. Drug 1: CN(C)C1=NC(=NC(=N1)N(C)C)N(C)C. Drug 2: CCC1(C2=C(COC1=O)C(=O)N3CC4=CC5=C(C=CC(=C5CN(C)C)O)N=C4C3=C2)O.Cl. Cell line: SNB-75. Synergy scores: CSS=10.2, Synergy_ZIP=-1.58, Synergy_Bliss=3.56, Synergy_Loewe=-9.50, Synergy_HSA=1.55.